From a dataset of Reaction yield outcomes from USPTO patents with 853,638 reactions. Predict the reaction yield, written as a fraction of the theoretical maximum amount of product (1.0 means a 100% yield; for example, 0.34 means a 34% yield). (1) The reactants are Cl.[NH2:2][C:3]([CH3:13])([CH3:12])[CH2:4][C:5]1[CH:11]=[CH:10][C:8]([NH2:9])=[CH:7][CH:6]=1.[C:14]1([S:20](Cl)(=[O:22])=[O:21])[CH:19]=[CH:18][CH:17]=[CH:16][CH:15]=1. The catalyst is CN(C=O)C. The product is [CH3:12][C:3]([NH2:2])([CH3:13])[CH2:4][C:5]1[CH:11]=[CH:10][C:8]([NH:9][S:20]([C:14]2[CH:19]=[CH:18][CH:17]=[CH:16][CH:15]=2)(=[O:22])=[O:21])=[CH:7][CH:6]=1. The yield is 0.380. (2) The reactants are [Cl:1][C:2]1[N:10]=[CH:9][CH:8]=[CH:7][C:3]=1[C:4]([OH:6])=O.CN(C)C=O.[Cl:16][C:17]1[C:25]2[C:20](=[CH:21][CH:22]=[C:23]([Cl:26])[CH:24]=2)[N:19]([C:27]2[CH:40]=[CH:39][C:30]([CH2:31][NH:32][C:33]([C:35]3([NH2:38])[CH2:37][CH2:36]3)=[O:34])=[CH:29][CH:28]=2)[C:18]=1[C:41]1[N:45]=[C:44]([CH3:46])[O:43][N:42]=1.CN(C(ON1N=NC2C=CC=NC1=2)=[N+](C)C)C.F[P-](F)(F)(F)(F)F.C(N(CC)C(C)C)(C)C. The catalyst is ClCCl. The product is [Cl:1][C:2]1[N:10]=[CH:9][CH:8]=[CH:7][C:3]=1[C:4]([NH:38][C:35]1([C:33](=[O:34])[NH:32][CH2:31][C:30]2[CH:39]=[CH:40][C:27]([N:19]3[C:20]4[C:25](=[CH:24][C:23]([Cl:26])=[CH:22][CH:21]=4)[C:17]([Cl:16])=[C:18]3[C:41]3[N:45]=[C:44]([CH3:46])[O:43][N:42]=3)=[CH:28][CH:29]=2)[CH2:37][CH2:36]1)=[O:6]. The yield is 0.436. (3) The reactants are I(O)(=O)(=O)=O.[CH3:6][C@@:7]12[C@:15]3([C:21](CO)=[O:22])[O:16][C:17]([CH3:20])([CH3:19])[O:18][C@@H:14]3[CH2:13][C@H:12]1[C@@H:11]1[CH2:25][C@H:26]([F:35])[C:27]3[C@@:33]([CH3:34])([C@@:10]1([F:36])[C@@H:9](O)[CH2:8]2)[CH:32]=[CH:31][C:29](=[O:30])[CH:28]=3.C(=O)(O)[O-:39].[Na+]. The catalyst is O1CCOCC1.O. The product is [F:36][C@@:10]12[C@:33]3([CH3:34])[C:27](=[CH:28][C:29](=[O:30])[CH:31]=[CH:32]3)[C@@H:26]([F:35])[CH2:25][C@H:11]1[C@H:12]1[C@:7]([CH3:6])([CH2:8][CH2:9]2)[C@:15]2([C:21]([OH:39])=[O:22])[O:16][C:17]([CH3:19])([CH3:20])[O:18][C@@H:14]2[CH2:13]1. The yield is 0.920. (4) The reactants are [Cl-].O[NH3+:3].[C:4](=[O:7])([O-])[OH:5].[Na+].CS(C)=O.[CH2:13]([C:17]1[N:18]=[C:19]([CH3:46])[N:20]([C:39]2[CH:44]=[CH:43][C:42]([CH3:45])=[CH:41][CH:40]=2)[C:21](=[O:38])[C:22]=1[CH2:23][C:24]1[CH:29]=[CH:28][C:27]([C:30]2[C:31]([C:36]#[N:37])=[CH:32][CH:33]=[CH:34][CH:35]=2)=[CH:26][CH:25]=1)[CH2:14][CH2:15][CH3:16]. The catalyst is O.C(OCC)(=O)C. The product is [CH2:13]([C:17]1[N:18]=[C:19]([CH3:46])[N:20]([C:39]2[CH:44]=[CH:43][C:42]([CH3:45])=[CH:41][CH:40]=2)[C:21](=[O:38])[C:22]=1[CH2:23][C:24]1[CH:29]=[CH:28][C:27]([C:30]2[CH:35]=[CH:34][CH:33]=[CH:32][C:31]=2[C:36]2[NH:3][C:4](=[O:7])[O:5][N:37]=2)=[CH:26][CH:25]=1)[CH2:14][CH2:15][CH3:16]. The yield is 0.700. (5) The reactants are [CH2:1]([O:3][C:4]([C:6]1[C:7](=[O:20])[N:8]([C:14]2[CH:19]=[CH:18][CH:17]=[CH:16][CH:15]=2)[C:9]([CH2:12]O)=[CH:10][CH:11]=1)=[O:5])[CH3:2].P(Br)(Br)Br.C(=O)([O-])[O-].[K+].[K+].[CH2:31]([SH:34])[CH2:32][CH3:33]. The catalyst is ClCCl.CN(C=O)C.O. The product is [CH2:1]([O:3][C:4]([C:6]1[C:7](=[O:20])[N:8]([C:14]2[CH:19]=[CH:18][CH:17]=[CH:16][CH:15]=2)[C:9]([CH2:12][S:34][CH2:31][CH2:32][CH3:33])=[CH:10][CH:11]=1)=[O:5])[CH3:2]. The yield is 0.200. (6) The reactants are [F:1][C:2]1[CH:22]=[C:21]([S:23]([CH3:26])(=[O:25])=[O:24])[CH:20]=[CH:19][C:3]=1[O:4][C:5]1[C:10]([CH3:11])=[C:9]([O:12][CH:13]2[CH2:18][CH2:17][NH:16][CH2:15][CH2:14]2)[N:8]=[CH:7][N:6]=1.[O:27]1[CH2:31][CH2:30][CH2:29][CH:28]1[C:32](O)=[O:33].CN(C(ON1N=NC2C=CC=NC1=2)=[N+](C)C)C.F[P-](F)(F)(F)(F)F. The catalyst is C1COCC1. The product is [F:1][C:2]1[CH:22]=[C:21]([S:23]([CH3:26])(=[O:24])=[O:25])[CH:20]=[CH:19][C:3]=1[O:4][C:5]1[N:6]=[CH:7][N:8]=[C:9]([O:12][CH:13]2[CH2:18][CH2:17][N:16]([C:32]([CH:28]3[CH2:29][CH2:30][CH2:31][O:27]3)=[O:33])[CH2:15][CH2:14]2)[C:10]=1[CH3:11]. The yield is 0.810. (7) The reactants are C([O:4][CH:5]1[C:9]2[N:10]=[CH:11][N:12]=[C:13]([N:14]3[CH2:19][CH2:18][N:17]([C:20]([O:22][C:23]([CH3:26])([CH3:25])[CH3:24])=[O:21])[CH2:16][CH2:15]3)[C:8]=2[CH2:7][CH2:6]1)(=O)C.[Li+].[OH-]. The catalyst is C1COCC1. The product is [OH:4][CH:5]1[C:9]2[N:10]=[CH:11][N:12]=[C:13]([N:14]3[CH2:19][CH2:18][N:17]([C:20]([O:22][C:23]([CH3:26])([CH3:25])[CH3:24])=[O:21])[CH2:16][CH2:15]3)[C:8]=2[CH2:7][CH2:6]1. The yield is 0.970. (8) The reactants are [I:1][C:2]1[CH:10]=[CH:9][C:5]([C:6]([OH:8])=[O:7])=[C:4]([Br:11])[CH:3]=1.S(=O)(=O)(O)O.[CH2:17](O)[CH3:18]. No catalyst specified. The yield is 0.920. The product is [Br:11][C:4]1[CH:3]=[C:2]([I:1])[CH:10]=[CH:9][C:5]=1[C:6]([O:8][CH2:17][CH3:18])=[O:7]. (9) The reactants are [S:1]1[CH:5]=[CH:4][CH:3]=[C:2]1[S:6]([NH:9][C:10]1[CH:11]=[C:12]([O:22][C:23]([F:26])([F:25])[F:24])[CH:13]=[C:14]2[C:18]=1[NH:17][C:16]([C:19]([OH:21])=O)=[CH:15]2)(=[O:8])=[O:7].Cl.C[N:29](C)CCCN=C=NCC.CN(C)C=O. The catalyst is O. The product is [S:1]1[CH:5]=[CH:4][CH:3]=[C:2]1[S:6]([NH:9][C:10]1[CH:11]=[C:12]([O:22][C:23]([F:25])([F:26])[F:24])[CH:13]=[C:14]2[C:18]=1[NH:17][C:16]([C:19]([NH2:29])=[O:21])=[CH:15]2)(=[O:7])=[O:8]. The yield is 0.890.